This data is from Full USPTO retrosynthesis dataset with 1.9M reactions from patents (1976-2016). The task is: Predict the reactants needed to synthesize the given product. (1) Given the product [NH2:7][C:8]1[CH:15]=[CH:14][CH:13]=[C:12]([O:4][CH2:3][C@@H:2]([NH2:1])[CH2:5][CH3:6])[C:9]=1[C:10]#[N:11], predict the reactants needed to synthesize it. The reactants are: [NH2:1][C@@H:2]([CH2:5][CH3:6])[CH2:3][OH:4].[NH2:7][C:8]1[CH:15]=[CH:14][CH:13]=[C:12](F)[C:9]=1[C:10]#[N:11]. (2) Given the product [F:1][P-:2]([F:7])([F:6])([F:5])([F:4])[F:3].[OH:31][CH2:30][CH2:29][O:32][C:9]1[CH:14]=[CH:13][C:12]([C:15]2[CH:16]=[CH:17][CH:18]=[C:19]3[C:28]=2[S:27][C:26]2[CH:25]=[CH:24][CH:23]=[CH:22][C:21]=2[SH+:20]3)=[CH:11][CH:10]=1, predict the reactants needed to synthesize it. The reactants are: [F:1][P-:2]([F:7])([F:6])([F:5])([F:4])[F:3].F[C:9]1[CH:14]=[CH:13][C:12]([C:15]2[CH:16]=[CH:17][CH:18]=[C:19]3[C:28]=2[S:27][C:26]2[CH:25]=[CH:24][CH:23]=[CH:22][C:21]=2[SH+:20]3)=[CH:11][CH:10]=1.[CH2:29]([OH:32])[CH2:30][OH:31].[OH-].[K+].O. (3) Given the product [CH3:15][C:12]1([OH:14])[C:13]2[CH:1]=[CH:2][CH:3]=[CH:4][C:5]=2[C:6]2[C:11]1=[CH:10][CH:9]=[CH:8][CH:7]=2, predict the reactants needed to synthesize it. The reactants are: [CH:1]1[C:13]2[C:12](=[O:14])[C:11]3[C:6](=[CH:7][CH:8]=[CH:9][CH:10]=3)[C:5]=2[CH:4]=[CH:3][CH:2]=1.[CH3:15][Mg+].[Br-]. (4) The reactants are: [Cl:1][C:2]1[C:3]2[S:10][CH:9]=[C:8]([C:11]([OH:13])=O)[C:4]=2[N:5]=[CH:6][N:7]=1.C(Cl)(=O)C([Cl:17])=O.CN(C=O)C. Given the product [Cl:1][C:2]1[C:3]2[S:10][CH:9]=[C:8]([C:11]([Cl:17])=[O:13])[C:4]=2[N:5]=[CH:6][N:7]=1, predict the reactants needed to synthesize it. (5) Given the product [CH2:1]([O:3][C:4]([C:5]1[N:15]=[CH:16][N:29]([CH2:25][CH:26]([CH3:28])[CH3:27])[C:6]=1[C:7]1[CH:12]=[CH:11][CH:10]=[CH:9][C:8]=1[Br:13])=[O:17])[CH3:2], predict the reactants needed to synthesize it. The reactants are: [CH2:1]([O:3][C:4](=[O:17])[C:5]([N+:15]#[C-:16])=[C:6](Br)[C:7]1[CH:12]=[CH:11][CH:10]=[CH:9][C:8]=1[Br:13])[CH3:2].C(N(CC)CC)C.[CH2:25]([NH2:29])[CH:26]([CH3:28])[CH3:27]. (6) Given the product [Cl:1][C:2]1[CH:3]=[C:4]([CH:5]2[CH2:29][C:28](=[O:30])[NH:27][CH:26]([C:24]3[CH:25]=[C:20]([F:19])[CH:21]=[CH:22][C:23]=3[CH3:35])[C:6]32[C:14]2[C:9](=[CH:10][CH:11]=[CH:12][CH:13]=2)[NH:8][C:7]3=[O:15])[CH:16]=[CH:17][CH:18]=1, predict the reactants needed to synthesize it. The reactants are: [Cl:1][C:2]1[CH:3]=[C:4]([CH:16]=[CH:17][CH:18]=1)/[CH:5]=[C:6]1\[C:7](=[O:15])[NH:8][C:9]2[C:14]\1=[CH:13][CH:12]=[CH:11][CH:10]=2.[F:19][C:20]1[CH:21]=[CH:22][C:23]([CH3:35])=[C:24]([CH:26]=[N:27][C:28]([O:30][Si](C)(C)C)=[CH2:29])[CH:25]=1. (7) Given the product [OH:1][CH2:2][C:3]1[CH:12]=[CH:11][C:10]([O:15][CH3:14])=[C:9]2[C:4]=1[CH:5]=[CH:6][CH:7]=[N:8]2, predict the reactants needed to synthesize it. The reactants are: [OH:1][CH2:2][C:3]1[CH:12]=[CH:11][CH:10]=[C:9]2[C:4]=1[CH:5]=[CH:6][C:7](O)=[N:8]2.[C:14](=O)([O-])[O-:15].[K+].[K+].CI.O. (8) Given the product [O:37]=[C:34]1[CH2:35][CH2:36][N:31]([C:28]2[CH:29]=[CH:30][C:25]([NH:24][S:17]([C:15]3[S:16][C:12]([S:9]([C:6]4[CH:5]=[CH:4][C:3]([C:2]([F:22])([F:21])[F:1])=[CH:8][N:7]=4)(=[O:11])=[O:10])=[CH:13][CH:14]=3)(=[O:19])=[O:18])=[CH:26][CH:27]=2)[CH2:32][CH2:33]1, predict the reactants needed to synthesize it. The reactants are: [F:1][C:2]([F:22])([F:21])[C:3]1[CH:4]=[CH:5][C:6]([S:9]([C:12]2[S:16][C:15]([S:17](Cl)(=[O:19])=[O:18])=[CH:14][CH:13]=2)(=[O:11])=[O:10])=[N:7][CH:8]=1.Cl.[NH2:24][C:25]1[CH:30]=[CH:29][C:28]([N:31]2[CH2:36][CH2:35][C:34](=[O:37])[CH2:33][CH2:32]2)=[CH:27][CH:26]=1.